This data is from Full USPTO retrosynthesis dataset with 1.9M reactions from patents (1976-2016). The task is: Predict the reactants needed to synthesize the given product. (1) Given the product [F:1][C:2]1[CH:7]=[CH:6][C:5]([N:8]2[C:11](=[O:12])[C@H:10]([S:13][CH2:14][CH:15]([C:17]3[CH:18]=[CH:19][C:20]([F:23])=[CH:21][CH:22]=3)[OH:16])[C@H:9]2[C:24]2[CH:42]=[CH:41][C:27]([O:28][CH2:29][C:30]([NH:32][CH2:33][C:34]([NH:36][CH2:37][C:38]([NH:72][C@@H:73]([C:78]([OH:80])=[O:79])[C:74]([CH3:77])([CH3:76])[CH3:75])=[O:39])=[O:35])=[O:31])=[CH:26][CH:25]=2)=[CH:4][CH:3]=1, predict the reactants needed to synthesize it. The reactants are: [F:1][C:2]1[CH:7]=[CH:6][C:5]([N:8]2[C:11](=[O:12])[C@H:10]([S:13][CH2:14][C:15]([C:17]3[CH:22]=[CH:21][C:20]([F:23])=[CH:19][CH:18]=3)=[O:16])[C@H:9]2[C:24]2[CH:42]=[CH:41][C:27]([O:28][CH2:29][C:30]([NH:32][CH2:33][C:34]([NH:36][CH2:37][C:38](O)=[O:39])=[O:35])=[O:31])=[CH:26][CH:25]=2)=[CH:4][CH:3]=1.CN1CCOCC1.CN(C(ON1N=NC2C=CC=CC1=2)=[N+](C)C)C.[B-](F)(F)(F)F.[NH2:72][C@@H:73]([C:78]([OH:80])=[O:79])[C:74]([CH3:77])([CH3:76])[CH3:75].[BH4-].[Na+]. (2) Given the product [ClH:1].[Cl:1][C:2]1[CH:3]=[C:4]([CH:7]=[CH:8][C:9]=1[O:10][CH2:11][CH2:12][CH2:13][O:14][C:15]1[CH:20]=[CH:19][CH:18]=[CH:17][CH:16]=1)[CH:5]=[N:25][NH:24][C:21]([NH2:23])=[NH:22], predict the reactants needed to synthesize it. The reactants are: [Cl:1][C:2]1[CH:3]=[C:4]([CH:7]=[CH:8][C:9]=1[O:10][CH2:11][CH2:12][CH2:13][O:14][C:15]1[CH:20]=[CH:19][CH:18]=[CH:17][CH:16]=1)[CH:5]=O.[C:21]([NH:24][NH2:25])([NH2:23])=[NH:22].Cl. (3) Given the product [C:1]([O:5][C:6]([NH:8][C@@H:9]([CH2:13][C:14]1[CH:19]=[CH:18][C:17]([N:27]2[C:28](=[O:29])[CH:30]=[CH:31][N:24]([CH3:23])[C:25]2=[O:26])=[CH:16][CH:15]=1)[C:10]([OH:12])=[O:11])=[O:7])([CH3:4])([CH3:3])[CH3:2], predict the reactants needed to synthesize it. The reactants are: [C:1]([O:5][C:6]([NH:8][C@@H:9]([CH2:13][C:14]1[CH:19]=[CH:18][C:17](B(O)O)=[CH:16][CH:15]=1)[C:10]([OH:12])=[O:11])=[O:7])([CH3:4])([CH3:3])[CH3:2].[CH3:23][N:24]1[CH:31]=[CH:30][C:28](=[O:29])[NH:27][C:25]1=[O:26].C(N(CC)CC)C.ClCCl. (4) Given the product [S:1]1[C:5]2[CH:6]=[CH:7][CH:8]=[CH:9][C:4]=2[N:3]=[C:2]1[NH:10][C@@H:11]1[CH2:12][C@H:13]([O:15][C:16]2[C:21]([CH:22]3[CH2:23][CH2:24][N:25]([C:28](=[O:30])[CH3:29])[CH2:26][CH2:27]3)=[CH:20][CH:19]=[CH:18][N:17]=2)[CH2:14]1, predict the reactants needed to synthesize it. The reactants are: [S:1]1[C:5]2[CH:6]=[CH:7][CH:8]=[CH:9][C:4]=2[N:3]=[C:2]1[NH:10][C@@H:11]1[CH2:14][C@H:13]([O:15][C:16]2[C:21]([C:22]3[CH2:27][CH2:26][N:25]([C:28](=[O:30])[CH3:29])[CH2:24][CH:23]=3)=[CH:20][CH:19]=[CH:18][N:17]=2)[CH2:12]1.CC1C=C2N=C3C(=NC(NC3=O)=O)N(C[C@H](O)[C@H](O)[C@H](O)CO)C2=CC=1C. (5) Given the product [CH2:1]([O:8][C:9]([N:11]1[CH2:16][CH2:15][CH2:14][C@@H:13]([CH:17]([NH:24][CH2:25][CH:26]=[CH2:27])[CH2:18][CH2:19][OH:20])[CH2:12]1)=[O:10])[C:2]1[CH:7]=[CH:6][CH:5]=[CH:4][CH:3]=1, predict the reactants needed to synthesize it. The reactants are: [CH2:1]([O:8][C:9]([N:11]1[CH2:16][CH2:15][CH2:14][C@@H:13]([CH:17]([NH:24][CH2:25][CH:26]=[CH2:27])[CH2:18][C:19](OCC)=[O:20])[CH2:12]1)=[O:10])[C:2]1[CH:7]=[CH:6][CH:5]=[CH:4][CH:3]=1.[BH4-].[Li+].O. (6) Given the product [CH3:8][C:3]1[CH:4]=[N:5][CH:6]=[CH:7][C:2]=1[B:16]1[O:24][C:21]([CH3:23])([CH3:22])[C:18]([CH3:20])([CH3:19])[O:17]1, predict the reactants needed to synthesize it. The reactants are: Br[C:2]1[CH:7]=[CH:6][N:5]=[CH:4][C:3]=1[CH3:8].CC1C=C([B:16]2[O:24][C:21]([CH3:23])([CH3:22])[C:18]([CH3:20])([CH3:19])[O:17]2)C=CN=1.